Dataset: Peptide-MHC class II binding affinity with 134,281 pairs from IEDB. Task: Regression. Given a peptide amino acid sequence and an MHC pseudo amino acid sequence, predict their binding affinity value. This is MHC class II binding data. (1) The peptide sequence is AALLVVAVGLRVVCAKYALA. The binding affinity (normalized) is 0.176. The MHC is DRB1_1101 with pseudo-sequence DRB1_1101. (2) The peptide sequence is REKKLSEFGKAKGSR. The MHC is HLA-DQA10201-DQB10402 with pseudo-sequence HLA-DQA10201-DQB10402. The binding affinity (normalized) is 0.280. (3) The peptide sequence is LGQQQPFPPQQPYPQPQPFP. The MHC is DRB4_0101 with pseudo-sequence DRB4_0103. The binding affinity (normalized) is 0.495. (4) The peptide sequence is KPIFHFVGTSTFSEY. The MHC is DRB1_1101 with pseudo-sequence DRB1_1101. The binding affinity (normalized) is 0.331. (5) The peptide sequence is TVWAQSADFPQFKPE. The MHC is DRB5_0101 with pseudo-sequence DRB5_0101. The binding affinity (normalized) is 0.495.